The task is: Predict which catalyst facilitates the given reaction.. This data is from Catalyst prediction with 721,799 reactions and 888 catalyst types from USPTO. (1) Reactant: [Cl:1][C:2]1[CH:7]=[C:6](Cl)[N:5]=[C:4]([NH2:9])[N:3]=1.[C:10]1(B(O)O)[CH2:16][CH2:15][CH2:14][CH2:13][CH2:12][CH:11]=1.C([O-])([O-])=O.[Na+].[Na+]. Product: [Cl:1][C:2]1[CH:7]=[C:6]([C:10]2[CH2:16][CH2:15][CH2:14][CH2:13][CH2:12][CH:11]=2)[N:5]=[C:4]([NH2:9])[N:3]=1. The catalyst class is: 1. (2) Reactant: Cl.[Cl:2][C:3]1[C:4]([N:9]2[CH2:14][CH2:13][N:12]([CH2:15][CH2:16][NH:17][CH3:18])[CH2:11][CH2:10]2)=[N:5][CH:6]=[CH:7][N:8]=1.C(N(CC)CC)C.[CH3:26][N:27]1[CH:31]=[C:30]([S:32](Cl)(=[O:34])=[O:33])[C:29]([CH3:36])=[N:28]1. Product: [Cl:2][C:3]1[C:4]([N:9]2[CH2:10][CH2:11][N:12]([CH2:15][CH2:16][N:17]([CH3:18])[S:32]([C:30]3[C:29]([CH3:36])=[N:28][N:27]([CH3:26])[CH:31]=3)(=[O:34])=[O:33])[CH2:13][CH2:14]2)=[N:5][CH:6]=[CH:7][N:8]=1. The catalyst class is: 4. (3) Reactant: [Cl:1][C:2]1[C:6]2[CH:7]=[C:8]([S:11](Cl)(=[O:13])=[O:12])[CH:9]=[CH:10][C:5]=2[S:4][N:3]=1.C(N(C(C)C)CC)(C)C.[CH3:24][O:25][C:26]1[CH:33]=[CH:32][C:29]([CH2:30][NH2:31])=[CH:28][CH:27]=1. Product: [Cl:1][C:2]1[C:6]2[CH:7]=[C:8]([S:11]([NH:31][CH2:30][C:29]3[CH:32]=[CH:33][C:26]([O:25][CH3:24])=[CH:27][CH:28]=3)(=[O:13])=[O:12])[CH:9]=[CH:10][C:5]=2[S:4][N:3]=1. The catalyst class is: 2. (4) Reactant: Cl.[F:2][C:3]1([F:9])[CH2:8][CH2:7][NH:6][CH2:5][CH2:4]1.C(N(CC)C(C)C)(C)C.[CH2:19]([O:21][C:22]([C:24]1[CH:29]=[C:28](OS(C(F)(F)F)(=O)=O)[CH:27]=[C:26]([CH2:38][O:39][CH:40]2[CH2:45][CH2:44][CH2:43][CH2:42][O:41]2)[N:25]=1)=[O:23])[CH3:20]. Product: [CH2:19]([O:21][C:22]([C:24]1[CH:29]=[C:28]([N:6]2[CH2:7][CH2:8][C:3]([F:9])([F:2])[CH2:4][CH2:5]2)[CH:27]=[C:26]([CH2:38][O:39][CH:40]2[CH2:45][CH2:44][CH2:43][CH2:42][O:41]2)[N:25]=1)=[O:23])[CH3:20]. The catalyst class is: 9. (5) Reactant: [F:1][C:2]([F:19])([F:18])[C:3]([C:5]1[CH:10]=[CH:9][CH:8]=[C:7]([CH:11]2[CH2:16][CH2:15][NH:14][CH2:13][CH2:12]2)[C:6]=1[F:17])=[O:4].C(=O)([O-])[O-].[K+].[K+].Br[CH2:27][CH2:28][O:29][CH3:30]. Product: [F:19][C:2]([F:1])([F:18])[C:3]([C:5]1[CH:10]=[CH:9][CH:8]=[C:7]([CH:11]2[CH2:16][CH2:15][N:14]([CH2:27][CH2:28][O:29][CH3:30])[CH2:13][CH2:12]2)[C:6]=1[F:17])=[O:4]. The catalyst class is: 10. (6) Reactant: [O:1]=[C:2]1[N:7]([C:8]2[CH:13]=[CH:12][C:11]([O:14][CH:15]3[CH2:20][CH2:19][NH:18][CH2:17][CH2:16]3)=[CH:10][CH:9]=2)[CH2:6][CH2:5][N:4]([C:21]([O:23][CH2:24][C:25]2[CH:30]=[CH:29][CH:28]=[CH:27][CH:26]=2)=[O:22])[CH2:3]1.C(O[BH-](OC(=O)C)OC(=O)C)(=O)C.[Na+].[CH3:45][C:46]([CH3:48])=O. Product: [CH3:45][CH:46]([N:18]1[CH2:19][CH2:20][CH:15]([O:14][C:11]2[CH:12]=[CH:13][C:8]([N:7]3[CH2:6][CH2:5][N:4]([C:21]([O:23][CH2:24][C:25]4[CH:26]=[CH:27][CH:28]=[CH:29][CH:30]=4)=[O:22])[CH2:3][C:2]3=[O:1])=[CH:9][CH:10]=2)[CH2:16][CH2:17]1)[CH3:48]. The catalyst class is: 585. (7) Reactant: [NH:1]1[C:9]2[C:4](=[CH:5][CH:6]=[CH:7][CH:8]=2)[C:3]([C:10]([OH:12])=[O:11])=[N:2]1.[H-].[Na+].[CH2:15]([O:17][C:18](=[O:24])[CH2:19][CH2:20][CH2:21][CH2:22]Br)[CH3:16].O. Product: [CH2:15]([O:17][C:18](=[O:24])[CH2:19][CH2:20][CH2:21][CH2:22][N:1]1[C:9]2[C:4](=[CH:5][CH:6]=[CH:7][CH:8]=2)[C:3]([C:10]([OH:12])=[O:11])=[N:2]1)[CH3:16]. The catalyst class is: 39.